This data is from hERG Central: cardiac toxicity at 1µM, 10µM, and general inhibition. The task is: Predict hERG channel inhibition at various concentrations. (1) The drug is CCN(CC)CCN1C(=O)c2ccccc2NC1c1ccc(F)cc1. Results: hERG_inhib (hERG inhibition (general)): blocker. (2) The drug is COc1ccc(CCN(C)Cc2cccc3ccccc23)cc1OC. Results: hERG_inhib (hERG inhibition (general)): blocker. (3) The compound is CCOc1ccc(-n2c(SCC(=O)Nc3nccs3)nnc2-c2ccoc2C)cc1. Results: hERG_inhib (hERG inhibition (general)): blocker. (4) The compound is Cn1c(=O)c2c(nc(CN3CCN(C(=O)c4ccco4)CC3)n2CCCc2ccccc2)n(C)c1=O. Results: hERG_inhib (hERG inhibition (general)): blocker.